The task is: Predict the reactants needed to synthesize the given product.. This data is from Full USPTO retrosynthesis dataset with 1.9M reactions from patents (1976-2016). (1) Given the product [O:1]=[C:2]([NH:14][C:15]1[CH:16]=[CH:17][CH:18]=[C:19]2[C:24]=1[N:23]=[CH:22][CH:21]=[CH:20]2)[CH2:3][C:4]1[CH:13]=[CH:12][C:7]([C:8]([OH:10])=[O:9])=[CH:6][CH:5]=1, predict the reactants needed to synthesize it. The reactants are: [O:1]=[C:2]([NH:14][C:15]1[CH:16]=[CH:17][CH:18]=[C:19]2[C:24]=1[N:23]=[CH:22][CH:21]=[CH:20]2)[CH2:3][C:4]1[CH:13]=[CH:12][C:7]([C:8]([O:10]C)=[O:9])=[CH:6][CH:5]=1.O[Li].O.C(OCC)(=O)C. (2) Given the product [Cl:30][C:27]1[CH:28]=[C:29]2[C:24](=[C:25]([Cl:31])[CH:26]=1)[CH2:23][N:22]([CH3:32])[CH2:21][CH:20]2[C:16]1[CH:15]=[C:14]([S:11]([NH:10][CH2:9][CH2:8][O:7][CH2:6][CH2:5][O:4][CH2:3][CH2:2][NH:1][C:35](=[O:37])[CH:34]([OH:33])[CH:45]([OH:56])[C:46]([NH:1][CH2:2][CH2:3][O:4][CH2:5][CH2:6][O:7][CH2:8][CH2:9][NH:10][S:11]([C:14]2[CH:19]=[CH:18][CH:17]=[C:16]([CH:61]3[C:29]4[C:63](=[C:25]([Cl:31])[CH:26]=[C:27]([Cl:30])[CH:28]=4)[CH2:62][N:59]([CH3:57])[CH2:60]3)[CH:15]=2)(=[O:13])=[O:12])=[O:48])(=[O:13])=[O:12])[CH:19]=[CH:18][CH:17]=1, predict the reactants needed to synthesize it. The reactants are: [NH2:1][CH2:2][CH2:3][O:4][CH2:5][CH2:6][O:7][CH2:8][CH2:9][NH:10][S:11]([C:14]1[CH:19]=[CH:18][CH:17]=[C:16]([CH:20]2[C:29]3[C:24](=[C:25]([Cl:31])[CH:26]=[C:27]([Cl:30])[CH:28]=3)[CH2:23][N:22]([CH3:32])[CH2:21]2)[CH:15]=1)(=[O:13])=[O:12].[OH:33][CH:34]([CH:45]([OH:56])[C:46]([O:48]N1C(=O)CCC1=O)=O)[C:35]([O:37]N1C(=O)CCC1=O)=O.[CH2:57]([N:59]([CH2:62][CH3:63])[CH2:60][CH3:61])C. (3) Given the product [C:17]1([C:13]2([C:10]3[CH:9]=[CH:8][C:7]([N:4]4[CH2:3][CH2:2][O:1][CH2:6][CH2:5]4)=[CH:12][CH:11]=3)[O:16][C:34]3[C:33]4[CH:38]=[CH:39][CH:40]=[CH:41][C:32]=4[C:31]4[C:30]5[C:25](=[CH:26][CH:27]=[CH:28][CH:29]=5)[C:24]([CH3:42])([CH3:23])[C:36]=4[C:35]=3[CH:15]=[CH:14]2)[CH:18]=[CH:19][CH:20]=[CH:21][CH:22]=1, predict the reactants needed to synthesize it. The reactants are: [O:1]1[CH2:6][CH2:5][N:4]([C:7]2[CH:12]=[CH:11][C:10]([C:13]([C:17]3[CH:22]=[CH:21][CH:20]=[CH:19][CH:18]=3)([OH:16])[C:14]#[CH:15])=[CH:9][CH:8]=2)[CH2:3][CH2:2]1.[CH3:23][C:24]1([CH3:42])[C:36]2[CH:35]=[C:34](O)[C:33]3[CH:38]=[CH:39][CH:40]=[CH:41][C:32]=3[C:31]=2[C:30]2[CH:29]=[CH:28][CH:27]=[CH:26][C:25]1=2. (4) Given the product [F:18][C:15]1[CH:16]=[CH:17][C:12]([CH:8]([C:5]2[CH:4]=[CH:3][C:2]([F:1])=[CH:7][CH:6]=2)[C:9]([NH:19][CH2:20][CH2:21][CH2:22][N:23]2[CH2:24][CH2:25][CH:26]([C:29]3[CH:30]=[CH:31][C:32]([F:41])=[C:33]([NH:35][C:36](=[O:40])[CH2:37][CH2:38][CH3:39])[CH:34]=3)[CH2:27][CH2:28]2)=[O:11])=[CH:13][CH:14]=1, predict the reactants needed to synthesize it. The reactants are: [F:1][C:2]1[CH:7]=[CH:6][C:5]([CH:8]([C:12]2[CH:17]=[CH:16][C:15]([F:18])=[CH:14][CH:13]=2)[C:9]([OH:11])=O)=[CH:4][CH:3]=1.[NH2:19][CH2:20][CH2:21][CH2:22][N:23]1[CH2:28][CH2:27][CH:26]([C:29]2[CH:30]=[CH:31][C:32]([F:41])=[C:33]([NH:35][C:36](=[O:40])[CH2:37][CH2:38][CH3:39])[CH:34]=2)[CH2:25][CH2:24]1.